From a dataset of Reaction yield outcomes from USPTO patents with 853,638 reactions. Predict the reaction yield, written as a fraction of the theoretical maximum amount of product (1.0 means a 100% yield; for example, 0.34 means a 34% yield). (1) The reactants are [N:1]1[CH:6]=[CH:5][CH:4]=[CH:3][C:2]=1[CH:7]([OH:14])C1C=CC=CC=1.[H-].[Na+].Cl[C:18]1[CH:23]=[CH:22][N+:21]([O-:24])=[CH:20][CH:19]=1. The catalyst is O1CCOCC1. The product is [N:1]1[CH:6]=[CH:5][CH:4]=[CH:3][C:2]=1[CH2:7][O:14][C:18]1[CH:23]=[CH:22][N+:21]([O-:24])=[CH:20][CH:19]=1. The yield is 0.380. (2) The reactants are [C:1]([O:5][C:6]([N:8]1[CH2:13][CH2:12][N:11]([C:14]2[C:15]3[N:16]([CH:25]=[C:26]([C:28]([O:30]CC)=[O:29])[N:27]=3)[C:17]([C:20]3[S:21][CH:22]=[CH:23][CH:24]=3)=[CH:18][N:19]=2)[CH2:10][CH2:9]1)=[O:7])([CH3:4])([CH3:3])[CH3:2].[Li+].[OH-].O. The catalyst is C1COCC1. The product is [C:1]([O:5][C:6]([N:8]1[CH2:13][CH2:12][N:11]([C:14]2[C:15]3[N:16]([CH:25]=[C:26]([C:28]([OH:30])=[O:29])[N:27]=3)[C:17]([C:20]3[S:21][CH:22]=[CH:23][CH:24]=3)=[CH:18][N:19]=2)[CH2:10][CH2:9]1)=[O:7])([CH3:4])([CH3:2])[CH3:3]. The yield is 0.760.